From a dataset of Reaction yield outcomes from USPTO patents with 853,638 reactions. Predict the reaction yield, written as a fraction of the theoretical maximum amount of product (1.0 means a 100% yield; for example, 0.34 means a 34% yield). (1) The reactants are Cl.O[C:3]1([C:12](=[NH:16])OCC)[C:11]2[C:6](=[CH:7][CH:8]=[CH:9][CH:10]=2)CC1.CC[N:19]([CH2:22]C)[CH2:20][CH3:21].[C:24](Cl)(Cl)=O.[CH2:28]1COC[CH2:29]1. The catalyst is Cl. The product is [NH:16]1[C:6]2[C:11](=[CH:10][C:9]([CH2:22][NH:19][CH:20]([CH:21]3[CH2:29][CH2:28]3)[CH3:24])=[CH:8][CH:7]=2)[CH:3]=[CH:12]1. The yield is 0.600. (2) The reactants are [Cl:1][C:2]1[CH:16]=[CH:15][C:14]([Cl:17])=[CH:13][C:3]=1[C:4]([C:6]1[CH:11]=[CH:10][C:9](F)=[CH:8][CH:7]=1)=[O:5].[NH:18]1[CH:22]=[CH:21][N:20]=[CH:19]1.C(=O)([O-])[O-].[K+].[K+].O. The catalyst is C1COCC1.C1(C)C=CC=CC=1. The product is [Cl:1][C:2]1[CH:16]=[CH:15][C:14]([Cl:17])=[CH:13][C:3]=1[C:4]([C:6]1[CH:11]=[CH:10][C:9]([N:18]2[CH:22]=[CH:21][N:20]=[CH:19]2)=[CH:8][CH:7]=1)=[O:5]. The yield is 0.870.